Task: Regression. Given two drug SMILES strings and cell line genomic features, predict the synergy score measuring deviation from expected non-interaction effect.. Dataset: NCI-60 drug combinations with 297,098 pairs across 59 cell lines Drug 1: CCCS(=O)(=O)NC1=C(C(=C(C=C1)F)C(=O)C2=CNC3=C2C=C(C=N3)C4=CC=C(C=C4)Cl)F. Drug 2: C1CCC(C(C1)N)N.C(=O)(C(=O)[O-])[O-].[Pt+4]. Cell line: HS 578T. Synergy scores: CSS=8.74, Synergy_ZIP=6.20, Synergy_Bliss=15.4, Synergy_Loewe=7.94, Synergy_HSA=8.92.